Dataset: Forward reaction prediction with 1.9M reactions from USPTO patents (1976-2016). Task: Predict the product of the given reaction. (1) Given the reactants [Br:1][C:2]1[CH:7]=[CH:6][C:5]([C@@H:8]([NH:10][C:11]2[N:16]=[C:15]([N:17]3[C@@H:21]([CH:22]([CH3:24])[CH3:23])[CH2:20][O:19][C:18]3=[O:25])[CH:14]=[CH:13][N:12]=2)[CH3:9])=[CH:4][CH:3]=1.[C:26](O[C:26]([O:28][C:29]([CH3:32])([CH3:31])[CH3:30])=[O:27])([O:28][C:29]([CH3:32])([CH3:31])[CH3:30])=[O:27].CCN(C(C)C)C(C)C.CCOC(C)=O.CCCCCCC, predict the reaction product. The product is: [Br:1][C:2]1[CH:7]=[CH:6][C:5]([C@@H:8]([N:10]([C:11]2[N:16]=[C:15]([N:17]3[C@@H:21]([CH:22]([CH3:24])[CH3:23])[CH2:20][O:19][C:18]3=[O:25])[CH:14]=[CH:13][N:12]=2)[C:26](=[O:27])[O:28][C:29]([CH3:32])([CH3:31])[CH3:30])[CH3:9])=[CH:4][CH:3]=1. (2) Given the reactants [CH3:1][C:2]1[N:3]=[CH:4][C:5]2[CH2:10][NH:9][C:8](=[O:11])[NH:7][C:6]=2[N:12]=1.[Br:13][CH2:14][C:15]([C:17]1[CH:22]=[CH:21][CH:20]=[CH:19][CH:18]=1)=[O:16], predict the reaction product. The product is: [Br-:13].[CH3:1][C:2]1[N+:3]([CH2:14][C:15](=[O:16])[C:17]2[CH:22]=[CH:21][CH:20]=[CH:19][CH:18]=2)=[CH:4][C:5]2[CH2:10][NH:9][C:8](=[O:11])[NH:7][C:6]=2[N:12]=1. (3) Given the reactants [CH3:1][O:2][C:3](=[O:12])[C:4]1[C:9]([F:10])=[CH:8][CH:7]=[CH:6][C:5]=1[NH2:11].[F:13][C:14]1[CH:19]=[CH:18][C:17]([CH2:20][C:21](Cl)=[O:22])=[CH:16][CH:15]=1.C(=O)(O)[O-].[Na+], predict the reaction product. The product is: [CH3:1][O:2][C:3](=[O:12])[C:4]1[C:5]([NH:11][C:21](=[O:22])[CH2:20][C:17]2[CH:18]=[CH:19][C:14]([F:13])=[CH:15][CH:16]=2)=[CH:6][CH:7]=[CH:8][C:9]=1[F:10]. (4) The product is: [CH2:37]([O:40][CH:41]([C:42]1[N:23]=[N:22][N:21]([CH2:20][C:18]2[CH:19]=[C:15]3[N:14]=[C:13]([CH3:24])[C:12]([C@H:25]([O:31][C:32]([CH3:35])([CH3:34])[CH3:33])[C:26]([O:28][CH2:29][CH3:30])=[O:27])=[C:11]([N:8]4[CH2:9][CH2:10][C:5]([O:4][CH2:1][CH:2]=[CH2:3])([CH3:36])[CH2:6][CH2:7]4)[N:16]3[N:17]=2)[CH:43]=1)[CH2:44][CH:45]([CH3:47])[CH3:46])[CH:38]=[CH2:39]. Given the reactants [CH2:1]([O:4][C:5]1([CH3:36])[CH2:10][CH2:9][N:8]([C:11]2[N:16]3[N:17]=[C:18]([CH2:20][N:21]=[N+:22]=[N-:23])[CH:19]=[C:15]3[N:14]=[C:13]([CH3:24])[C:12]=2[C@H:25]([O:31][C:32]([CH3:35])([CH3:34])[CH3:33])[C:26]([O:28][CH2:29][CH3:30])=[O:27])[CH2:7][CH2:6]1)[CH:2]=[CH2:3].[CH2:37]([O:40][CH:41]([CH2:44][CH:45]([CH3:47])[CH3:46])[C:42]#[CH:43])[CH:38]=[CH2:39].O=C1O[C@H]([C@H](CO)O)C([O-])=C1O.[Na+], predict the reaction product. (5) Given the reactants Br[C:2]1[CH:7]=[CH:6][C:5]([S:8]([NH:11][C:12]2[CH:17]=[CH:16][C:15]([Cl:18])=[CH:14][C:13]=2[C:19]([C:21]2[CH:26]=[CH:25][N:24]=[CH:23][CH:22]=2)=[O:20])(=[O:10])=[O:9])=[CH:4][CH:3]=1.C(=O)([O-])[O-].[Na+].[Na+].O.[F:34][C:35]1[C:40](B(O)O)=[CH:39][CH:38]=[CH:37][N:36]=1, predict the reaction product. The product is: [Cl:18][C:15]1[CH:16]=[CH:17][C:12]([NH:11][S:8]([C:5]2[CH:6]=[CH:7][C:2]([C:40]3[C:35]([F:34])=[N:36][CH:37]=[CH:38][CH:39]=3)=[CH:3][CH:4]=2)(=[O:10])=[O:9])=[C:13]([C:19]([C:21]2[CH:26]=[CH:25][N:24]=[CH:23][CH:22]=2)=[O:20])[CH:14]=1. (6) The product is: [C:12]([O:11][C:9]([NH:16][C:17]1[CH:26]=[CH:25][C:20]([C:21]([O:23][CH3:24])=[O:22])=[CH:19][N:18]=1)=[O:10])([CH3:13])([CH3:14])[CH3:15]. Given the reactants [C:12]([O:11][C:9](O[C:9]([O:11][C:12]([CH3:15])([CH3:14])[CH3:13])=[O:10])=[O:10])([CH3:15])([CH3:14])[CH3:13].[NH2:16][C:17]1[CH:26]=[CH:25][C:20]([C:21]([O:23][CH3:24])=[O:22])=[CH:19][N:18]=1, predict the reaction product. (7) Given the reactants Cl.[NH2:2][CH2:3][CH2:4][NH:5][C:6]([C:8]1[CH:9]=[C:10]([S:14]([N:17]2[CH2:21][CH2:20][S:19][C@H:18]2[C:22]([O:24][C@H:25]([C:36]2[CH:41]=[CH:40][C:39]([O:42][CH:43]([F:45])[F:44])=[C:38]([O:46][CH2:47][CH:48]3[CH2:50][CH2:49]3)[CH:37]=2)[CH2:26][C:27]2[C:32]([Cl:33])=[CH:31][N+:30]([O-:34])=[CH:29][C:28]=2[Cl:35])=[O:23])(=[O:16])=[O:15])[CH:11]=[CH:12][CH:13]=1)=[O:7].[CH:51]([C:53]1[CH:54]=[C:55]([CH:59]=[CH:60][CH:61]=1)[C:56](O)=[O:57])=[O:52].C(Cl)CCl, predict the reaction product. The product is: [Cl:35][C:28]1[CH:29]=[N+:30]([O-:34])[CH:31]=[C:32]([Cl:33])[C:27]=1[CH2:26][C@@H:25]([C:36]1[CH:41]=[CH:40][C:39]([O:42][CH:43]([F:44])[F:45])=[C:38]([O:46][CH2:47][CH:48]2[CH2:50][CH2:49]2)[CH:37]=1)[O:24][C:22]([C@H:18]1[N:17]([S:14]([C:10]2[CH:11]=[CH:12][CH:13]=[C:8]([C:6](=[O:7])[NH:5][CH2:4][CH2:3][NH:2][C:56](=[O:57])[C:55]3[CH:59]=[CH:60][CH:61]=[C:53]([CH:51]=[O:52])[CH:54]=3)[CH:9]=2)(=[O:15])=[O:16])[CH2:21][CH2:20][S:19]1)=[O:23]. (8) The product is: [CH2:1]([O:5][C:6]1([NH2:26])[CH:11]=[CH:10][CH:9]=[C:8]([O:15][CH2:16][CH2:17][CH2:18][CH3:19])[CH:7]1[O:20][CH2:21][CH2:22][CH2:23][CH3:24])[CH2:2][CH2:3][CH3:4]. Given the reactants [CH2:1]([O:5][C:6]1[CH:11]=[C:10]([N+]([O-])=O)[CH:9]=[C:8]([O:15][CH2:16][CH2:17][CH2:18][CH3:19])[C:7]=1[O:20][CH2:21][CH2:22][CH2:23][CH3:24])[CH2:2][CH2:3][CH3:4].O.[NH2:26]N, predict the reaction product. (9) Given the reactants [C:1](Br)#[C:2][CH2:3][CH3:4].[C:6]1([CH:13]=[CH:12][C:10]([OH:11])=[CH:9][CH:8]=1)[OH:7].C([O-])([O-])=O.[K+].[K+], predict the reaction product. The product is: [CH2:1]([O:7][C:6]1[CH:13]=[CH:12][C:10]([OH:11])=[CH:9][CH:8]=1)[C:2]#[C:3][CH3:4]. (10) Given the reactants FC(F)(F)C1C=C(NC(=O)NC2C=CC(C3SC(CCC(O)=O)=NC=3)=CC=2)C=CC=1.[F:31][C:32]1[CH:37]=[C:36]([F:38])[CH:35]=[CH:34][C:33]=1[NH:39][C:40](=[O:60])[NH:41][C:42]1[CH:47]=[CH:46][C:45]([C:48]2[S:52][C:51]([CH2:53][CH2:54][CH2:55][C:56]([O:58]C)=[O:57])=[N:50][N:49]=2)=[CH:44][CH:43]=1, predict the reaction product. The product is: [F:31][C:32]1[CH:37]=[C:36]([F:38])[CH:35]=[CH:34][C:33]=1[NH:39][C:40](=[O:60])[NH:41][C:42]1[CH:43]=[CH:44][C:45]([C:48]2[S:52][C:51]([CH2:53][CH2:54][CH2:55][C:56]([OH:58])=[O:57])=[N:50][N:49]=2)=[CH:46][CH:47]=1.